This data is from NCI-60 drug combinations with 297,098 pairs across 59 cell lines. The task is: Regression. Given two drug SMILES strings and cell line genomic features, predict the synergy score measuring deviation from expected non-interaction effect. (1) Drug 1: CC1=C(C(CCC1)(C)C)C=CC(=CC=CC(=CC(=O)O)C)C. Drug 2: CC1C(C(CC(O1)OC2CC(CC3=C2C(=C4C(=C3O)C(=O)C5=CC=CC=C5C4=O)O)(C(=O)C)O)N)O. Cell line: HL-60(TB). Synergy scores: CSS=48.3, Synergy_ZIP=0.304, Synergy_Bliss=0.285, Synergy_Loewe=-6.22, Synergy_HSA=2.72. (2) Drug 1: C1CCC(C1)C(CC#N)N2C=C(C=N2)C3=C4C=CNC4=NC=N3. Drug 2: CN(CC1=CN=C2C(=N1)C(=NC(=N2)N)N)C3=CC=C(C=C3)C(=O)NC(CCC(=O)O)C(=O)O. Cell line: BT-549. Synergy scores: CSS=6.94, Synergy_ZIP=-0.210, Synergy_Bliss=1.74, Synergy_Loewe=-4.15, Synergy_HSA=-1.81.